Dataset: Full USPTO retrosynthesis dataset with 1.9M reactions from patents (1976-2016). Task: Predict the reactants needed to synthesize the given product. (1) Given the product [CH3:48][O:49][C:7]([C:19]1[C:45]2[C:43]3[C:42](=[CH:22][CH:23]=[CH:24][CH:25]=3)[NH:41][C:44]=2[CH:14]=[CH:13][CH:18]=1)=[O:6], predict the reactants needed to synthesize it. The reactants are: FC(F)(F)S([O:6][C:7]1[C:19]2[C:18]3[C:13](=[CH:14]C=CC=3)NC=2C=CC=1)(=O)=O.[C:22]1(PCCCP[C:23]2[CH:22]=CC=[CH:25][CH:24]=2)C=C[CH:25]=[CH:24][CH:23]=1.C([N:41]([CH2:44][CH3:45])[CH2:42][CH3:43])C.[C]=O.[CH3:48][OH:49]. (2) The reactants are: [ClH:1].[CH2:2]1[C:14]2[C:13]3[CH:12]=[CH:11][CH:10]=[CH:9][C:8]=3[N:7]([CH2:15][C:16]([O:18][CH2:19][CH3:20])=[O:17])[C:6]=2[CH2:5][CH2:4][NH:3]1.[C:21]1(NN)[CH:26]=CC=C[CH:22]=1. Given the product [ClH:1].[CH:21]([C:11]1[CH:10]=[CH:9][C:8]2[N:7]([CH2:15][C:16]([O:18][CH2:19][CH3:20])=[O:17])[C:6]3[CH2:5][CH2:4][NH:3][CH2:2][C:14]=3[C:13]=2[CH:12]=1)([CH3:26])[CH3:22], predict the reactants needed to synthesize it. (3) Given the product [NH:8]1[CH2:13][CH2:12][CH:11]([N:14]2[CH2:19][CH2:18][O:17][CH2:16][C:15]2=[O:20])[CH2:10][CH2:9]1, predict the reactants needed to synthesize it. The reactants are: C([N:8]1[CH2:13][CH2:12][CH:11]([N:14]2[CH2:19][CH2:18][O:17][CH2:16][C:15]2=[O:20])[CH2:10][CH2:9]1)C1C=CC=CC=1.ClC(CC(Cl)=O)C. (4) The reactants are: [Cl:1][C:2]1[N:3]=[N:4][C:5]([Cl:8])=[CH:6][CH:7]=1.[Li+].[Cl-].[I:11]I. Given the product [Cl:1][C:2]1[N:3]=[N:4][C:5]([Cl:8])=[CH:6][C:7]=1[I:11], predict the reactants needed to synthesize it. (5) Given the product [CH2:1]([C:5]1[O:6][C:7]2[CH:15]=[CH:14][CH:13]=[CH:12][C:8]=2[C:9]=1[CH2:10][NH:17][C:18]1[CH:23]=[CH:22][C:21]([OH:24])=[CH:20][CH:19]=1)[CH2:2][CH2:3][CH3:4], predict the reactants needed to synthesize it. The reactants are: [CH2:1]([C:5]1[O:6][C:7]2[CH:15]=[CH:14][CH:13]=[CH:12][C:8]=2[C:9]=1[CH:10]=O)[CH2:2][CH2:3][CH3:4].Cl.[NH2:17][C:18]1[CH:23]=[CH:22][C:21]([OH:24])=[CH:20][CH:19]=1.C([BH3-])#N.[Na+]. (6) Given the product [CH3:21][O:20][C:14]1[CH:13]=[C:12]([NH:11][C:9]2[S:10][C:6]([C:4]([OH:5])=[O:3])=[CH:7][N:8]=2)[CH:17]=[CH:16][C:15]=1[O:18][CH3:19], predict the reactants needed to synthesize it. The reactants are: C([O:3][C:4]([C:6]1[S:10][C:9]([NH:11][C:12]2[CH:17]=[CH:16][C:15]([O:18][CH3:19])=[C:14]([O:20][CH3:21])[CH:13]=2)=[N:8][CH:7]=1)=[O:5])C.[OH-].[K+]. (7) Given the product [C:1]12([C:11]3[CH:12]=[C:13]([CH:14]=[CH:15][C:16]=3[O:17][CH:18]([CH3:19])[CH3:20])[CH2:21][CH2:22][NH:23][C:25](=[O:24])[C:27]([F:30])([F:29])[F:28])[CH2:2][CH:3]3[CH2:9][CH:7]([CH2:6][CH:5]([CH2:4]3)[CH2:10]1)[CH2:8]2, predict the reactants needed to synthesize it. The reactants are: [C:1]12([C:11]3[CH:12]=[C:13]([CH2:21][CH2:22][NH2:23])[CH:14]=[CH:15][C:16]=3[O:17][CH:18]([CH3:20])[CH3:19])[CH2:10][CH:5]3[CH2:6][CH:7]([CH2:9][CH:3]([CH2:4]3)[CH2:2]1)[CH2:8]2.[O:24](C(C(F)(F)F)=O)[C:25]([C:27]([F:30])([F:29])[F:28])=O.